Task: Regression. Given two drug SMILES strings and cell line genomic features, predict the synergy score measuring deviation from expected non-interaction effect.. Dataset: NCI-60 drug combinations with 297,098 pairs across 59 cell lines Drug 1: CCC1(CC2CC(C3=C(CCN(C2)C1)C4=CC=CC=C4N3)(C5=C(C=C6C(=C5)C78CCN9C7C(C=CC9)(C(C(C8N6C=O)(C(=O)OC)O)OC(=O)C)CC)OC)C(=O)OC)O.OS(=O)(=O)O. Drug 2: C(CCl)NC(=O)N(CCCl)N=O. Cell line: SF-268. Synergy scores: CSS=1.55, Synergy_ZIP=-3.21, Synergy_Bliss=-2.15, Synergy_Loewe=-2.72, Synergy_HSA=-2.44.